From a dataset of Reaction yield outcomes from USPTO patents with 853,638 reactions. Predict the reaction yield, written as a fraction of the theoretical maximum amount of product (1.0 means a 100% yield; for example, 0.34 means a 34% yield). (1) The reactants are CC(OC(/N=N/C(OC(C)C)=O)=O)C.[F:15][C:16]([F:40])([F:39])[C:17]1[N:21]2[N:22]=[C:23]([N:26]3[CH2:31][CH2:30][N:29]([C:32]4[CH:37]=[CH:36][C:35]([OH:38])=[CH:34][CH:33]=4)[CH2:28][CH2:27]3)[CH:24]=[CH:25][C:20]2=[N:19][N:18]=1.O[CH2:42][CH2:43][CH2:44][N:45]1[CH2:50][CH2:49][N:48]([C:51]([O:53][C:54]([CH3:57])([CH3:56])[CH3:55])=[O:52])[CH2:47][CH2:46]1.C1(P(C2C=CC=CC=2)C2C=CC=CC=2)C=CC=CC=1. The catalyst is C1COCC1. The product is [F:40][C:16]([F:15])([F:39])[C:17]1[N:21]2[N:22]=[C:23]([N:26]3[CH2:27][CH2:28][N:29]([C:32]4[CH:37]=[CH:36][C:35]([O:38][CH2:42][CH2:43][CH2:44][N:45]5[CH2:50][CH2:49][N:48]([C:51]([O:53][C:54]([CH3:55])([CH3:57])[CH3:56])=[O:52])[CH2:47][CH2:46]5)=[CH:34][CH:33]=4)[CH2:30][CH2:31]3)[CH:24]=[CH:25][C:20]2=[N:19][N:18]=1. The yield is 0.450. (2) The reactants are [Cl:1][CH2:2][CH2:3][C:4]1[CH:9]=[CH:8][C:7]([C:10]2[C:14](C(O)=O)=[CH:13][O:12][N:11]=2)=[CH:6][CH:5]=1.[Cl:18][C:19]1[CH:24]=[CH:23][CH:22]=[CH:21][C:20]=1[CH:25]([OH:27])[CH3:26].C1(P(N=[N+]=[N-])(C2C=CC=CC=2)=[O:35])C=CC=CC=1.C([N:47]([CH2:50]C)CC)C. The catalyst is C1(C)C=CC=CC=1. The product is [Cl:1][CH2:2][CH2:3][C:4]1[CH:5]=[CH:6][C:7]([C:10]2[C:14]([NH:47][C:50](=[O:35])[O:27][CH:25]([C:20]3[CH:21]=[CH:22][CH:23]=[CH:24][C:19]=3[Cl:18])[CH3:26])=[CH:13][O:12][N:11]=2)=[CH:8][CH:9]=1. The yield is 0.840. (3) The reactants are [Cl:1][C:2]1[CH:3]=[C:4]([NH:10][C:11]([C:13]2[C:14]3[CH2:15][C:16](=[O:22])[NH:17][C:18]=3[CH:19]=[CH:20][CH:21]=2)=[O:12])[CH:5]=[CH:6][C:7]=1[O:8][CH3:9].[CH2:23]([N:25]([CH2:41][CH3:42])[CH2:26][CH2:27][CH2:28][NH:29][C:30]([C:32]1[C:36]([CH3:37])=[C:35]([CH:38]=O)[NH:34][C:33]=1[CH3:40])=[O:31])[CH3:24]. The product is [Cl:1][C:2]1[CH:3]=[C:4]([NH:10][C:11]([C:13]2[C:14]3[C:15](=[CH:38][C:35]4[NH:34][C:33]([CH3:40])=[C:32]([C:30](=[O:31])[NH:29][CH2:28][CH2:27][CH2:26][N:25]([CH2:41][CH3:42])[CH2:23][CH3:24])[C:36]=4[CH3:37])[C:16](=[O:22])[NH:17][C:18]=3[CH:19]=[CH:20][CH:21]=2)=[O:12])[CH:5]=[CH:6][C:7]=1[O:8][CH3:9]. No catalyst specified. The yield is 0.850.